This data is from Forward reaction prediction with 1.9M reactions from USPTO patents (1976-2016). The task is: Predict the product of the given reaction. (1) Given the reactants C(O[NH:6][C:7](=O)[O-:8])(C)(C)C.[OH-:10].[Na+].[C:12]([O:16]Cl)([CH3:15])([CH3:14])[CH3:13].CC[C@@H]1[C@@H]2C[C@H]([C@@H](OC3[C:51]4[C:46](=[CH:47][CH:48]=[CH:49][CH:50]=4)[C:45]([O:52][C@@H:53]([C:64]4C=CN=[C:70]5[C:65]=4[CH:66]=C(OC)[CH:68]=[CH:69]5)[C@@H:54]4N5C[C@H](CC)[C@@H](CC5)[CH2:55]4)=NN=3)C3C=CN=C4C=3C=C(OC)C=C4)N(CC2)C1.C=CC1C=CC=CC=1, predict the reaction product. The product is: [C:12]([O:16][C:7](=[O:8])[NH:6][C@H:69]([C:70]1[CH:55]=[CH:54][C:53]([O:52][CH2:45][C:46]2[CH:47]=[CH:48][CH:49]=[CH:50][CH:51]=2)=[CH:64][C:65]=1[CH3:66])[CH2:68][OH:10])([CH3:15])([CH3:14])[CH3:13]. (2) The product is: [NH2:1][C:4]1[CH:5]=[C:6]([CH:11]=[CH:12][C:13]=1[O:14][CH2:15][C@@H:16]([NH:18][C:19](=[O:40])[CH2:20][C:21]1[CH:26]=[CH:25][C:24]([NH:27][C:28]([NH:30][C:31]2[CH:36]=[CH:35][CH:34]=[CH:33][C:32]=2[CH3:37])=[O:29])=[C:23]([O:38][CH3:39])[CH:22]=1)[CH3:17])[C:7]([O:9][CH3:10])=[O:8]. Given the reactants [N+:1]([C:4]1[CH:5]=[C:6]([CH:11]=[CH:12][C:13]=1[O:14][CH2:15][C@@H:16]([NH:18][C:19](=[O:40])[CH2:20][C:21]1[CH:26]=[CH:25][C:24]([NH:27][C:28]([NH:30][C:31]2[CH:36]=[CH:35][CH:34]=[CH:33][C:32]=2[CH3:37])=[O:29])=[C:23]([O:38][CH3:39])[CH:22]=1)[CH3:17])[C:7]([O:9][CH3:10])=[O:8])([O-])=O, predict the reaction product.